Dataset: Merck oncology drug combination screen with 23,052 pairs across 39 cell lines. Task: Regression. Given two drug SMILES strings and cell line genomic features, predict the synergy score measuring deviation from expected non-interaction effect. Drug 1: CC(=O)OC1C(=O)C2(C)C(O)CC3OCC3(OC(C)=O)C2C(OC(=O)c2ccccc2)C2(O)CC(OC(=O)C(O)C(NC(=O)c3ccccc3)c3ccccc3)C(C)=C1C2(C)C. Drug 2: N#Cc1ccc(Cn2cncc2CN2CCN(c3cccc(Cl)c3)C(=O)C2)cc1. Cell line: DLD1. Synergy scores: synergy=6.14.